Dataset: Forward reaction prediction with 1.9M reactions from USPTO patents (1976-2016). Task: Predict the product of the given reaction. Given the reactants Cl[C:2]1[N:10]=[C:9]([CH3:11])[N:8]=[C:7]2[C:3]=1[N:4]=[CH:5][N:6]2[CH:12]1[CH2:17][CH2:16][CH2:15][CH2:14][O:13]1.[F:18][C:19]1[C:24](B(O)O)=[CH:23][C:22]([CH:28]=[CH2:29])=[CH:21][N:20]=1.C([O-])(=O)C.[K+].O, predict the reaction product. The product is: [F:18][C:19]1[C:24]([C:2]2[N:10]=[C:9]([CH3:11])[N:8]=[C:7]3[C:3]=2[N:4]=[CH:5][N:6]3[CH:12]2[CH2:17][CH2:16][CH2:15][CH2:14][O:13]2)=[CH:23][C:22]([CH:28]=[CH2:29])=[CH:21][N:20]=1.